This data is from hERG Central: cardiac toxicity at 1µM, 10µM, and general inhibition. The task is: Predict hERG channel inhibition at various concentrations. (1) The compound is CCOC(=O)N1CCN(CC(=O)Nc2ccc(F)cc2)CC1. Results: hERG_inhib (hERG inhibition (general)): blocker. (2) The compound is Cc1nc(N2CCCCCC2)c2ccccc2n1.Cl. Results: hERG_inhib (hERG inhibition (general)): blocker. (3) The molecule is C=CCn1c(SCc2c(C(=O)OC)sc(N)c2C(=O)OC)nnc1-c1ccc(Cl)cc1. Results: hERG_inhib (hERG inhibition (general)): blocker. (4) The compound is CCn1c(SCC(=O)N/N=C/C=C\c2ccccc2[N+](=O)[O-])nnc1-c1ccccc1. Results: hERG_inhib (hERG inhibition (general)): blocker.